From a dataset of Experimentally validated miRNA-target interactions with 360,000+ pairs, plus equal number of negative samples. Binary Classification. Given a miRNA mature sequence and a target amino acid sequence, predict their likelihood of interaction. The miRNA is hsa-miR-1285-3p with sequence UCUGGGCAACAAAGUGAGACCU. The protein sequence of the target gene is MEGLVVAAGGDVSLHNFSARLWEQLVHFHVMRLTDSLFLWVGATPHLRNLAVAMCSRYDSIPVSTSLLGDTSDTTSTGLAQRLARKTNKQVFVSYNLQNTDSNFALLVENRIKEEMEAFPEKF. Result: 1 (interaction).